The task is: Predict the reactants needed to synthesize the given product.. This data is from Full USPTO retrosynthesis dataset with 1.9M reactions from patents (1976-2016). (1) Given the product [O:15]1[C:19]2[CH:20]=[CH:21][CH:22]=[CH:23][C:18]=2[CH:17]=[C:16]1[CH:24]([C:2]1[CH:7]=[CH:6][CH:5]=[CH:4][C:3]=1[CH:8]=[CH2:9])[NH:25][S:26]([C:29]1[CH:39]=[CH:38][C:32]2[O:33][CH2:34][CH2:35][CH2:36][O:37][C:31]=2[CH:30]=1)(=[O:27])=[O:28], predict the reactants needed to synthesize it. The reactants are: Br[C:2]1[CH:7]=[CH:6][CH:5]=[CH:4][C:3]=1[CH:8]=[CH2:9].C([Li])CCC.[O:15]1[C:19]2[CH:20]=[CH:21][CH:22]=[CH:23][C:18]=2[CH:17]=[C:16]1[CH:24]=[N:25][S:26]([C:29]1[CH:39]=[CH:38][C:32]2[O:33][CH2:34][CH2:35][CH2:36][O:37][C:31]=2[CH:30]=1)(=[O:28])=[O:27].C(=O)(O)[O-].[Na+]. (2) Given the product [ClH:34].[ClH:34].[O:2]=[C:3]1[C:8]([CH2:9][N:10]2[CH2:11][CH2:12][CH:13]([CH2:16][CH:17]([C:26]#[N:27])[C:18]3[CH:23]=[CH:22][CH:21]=[CH:20][C:19]=3[O:24][CH3:25])[CH2:14][CH2:15]2)=[CH:7][CH:6]=[CH:5][NH:4]1, predict the reactants needed to synthesize it. The reactants are: C[O:2][C:3]1[C:8]([CH2:9][N:10]2[CH2:15][CH2:14][CH:13]([CH2:16][CH:17]([C:26]#[N:27])[C:18]3[CH:23]=[CH:22][CH:21]=[CH:20][C:19]=3[O:24][CH3:25])[CH2:12][CH2:11]2)=[CH:7][CH:6]=[CH:5][N:4]=1.C(OC(=O)C)C.[ClH:34]. (3) The reactants are: C([O:4][C@H:5]1[C:10](=[O:11])[C:9]2[CH:12]=[CH:13][C:14]3[N:15]([CH3:20])[C:16]([CH3:19])=[N:17][C:18]=3[C:8]=2[O:7][C@@H:6]1[C:21]1[CH:26]=[CH:25][CH:24]=[CH:23][CH:22]=1)(=O)C.[OH-].[Na+]. Given the product [OH:4][C@H:5]1[C:10](=[O:11])[C:9]2[CH:12]=[CH:13][C:14]3[N:15]([CH3:20])[C:16]([CH3:19])=[N:17][C:18]=3[C:8]=2[O:7][C@@H:6]1[C:21]1[CH:22]=[CH:23][CH:24]=[CH:25][CH:26]=1, predict the reactants needed to synthesize it. (4) Given the product [OH:13][C:12]1[CH:11]=[CH:10][C:5](/[CH:6]=[CH:7]/[CH:8]=[CH:23]/[CH:19]=[O:18])=[CH:4][C:3]=1[O:2][CH3:1], predict the reactants needed to synthesize it. The reactants are: [CH3:1][O:2][C:3]1[CH:4]=[C:5]([CH:10]=[CH:11][C:12]=1[O:13]C(=O)C)[CH:6]=[CH:7][CH:8]=O.[Br-].[O:18]1CCO[CH:19]1[CH2:23][P+](C1C=CC=CC=1)(C1C=CC=CC=1)C1C=CC=CC=1.C([O-])([O-])=O.[K+].[K+].C1OCCOCCOCCOCCOCCOC1. (5) Given the product [F:13][CH2:14][CH:15]([N:1]1[CH2:2][CH:3]([NH2:5])[CH2:4]1)[CH2:16][F:17], predict the reactants needed to synthesize it. The reactants are: [NH:1]1[CH2:4][CH:3]([NH:5]C(=O)OC(C)(C)C)[CH2:2]1.[F:13][CH2:14][C:15](=O)[CH2:16][F:17].C(O[BH-](OC(=O)C)OC(=O)C)(=O)C.[Na+].